This data is from TCR-epitope binding with 47,182 pairs between 192 epitopes and 23,139 TCRs. The task is: Binary Classification. Given a T-cell receptor sequence (or CDR3 region) and an epitope sequence, predict whether binding occurs between them. (1) Result: 1 (the TCR binds to the epitope). The epitope is EILDITPCSF. The TCR CDR3 sequence is CASSEKRETLILGNEQFF. (2) The epitope is ISPRTLNAW. The TCR CDR3 sequence is CASSLGVNAVEQYF. Result: 0 (the TCR does not bind to the epitope). (3) The epitope is KPLEFGATSAAL. The TCR CDR3 sequence is CASSQPPGLAGLQETQYF. Result: 1 (the TCR binds to the epitope). (4) The epitope is NLNESLIDL. The TCR CDR3 sequence is CASSPRGTYEQYF. Result: 0 (the TCR does not bind to the epitope). (5) The epitope is KLSYGIATV. The TCR CDR3 sequence is CASSLGAGLIVNTEAFF. Result: 1 (the TCR binds to the epitope).